From a dataset of Forward reaction prediction with 1.9M reactions from USPTO patents (1976-2016). Predict the product of the given reaction. (1) Given the reactants [Cl:1][C:2]1[CH:3]=[N:4][CH:5]=[C:6]([Cl:20])[C:7]=1[S:8][C:9]1[S:13][C:12]([C:14](Cl)=[O:15])=[CH:11][C:10]=1[N+:17]([O-:19])=[O:18].[F:21][CH:22]([F:32])[O:23][C:24]1[CH:25]=[C:26]([CH:29]=[CH:30][CH:31]=1)[CH2:27][NH2:28], predict the reaction product. The product is: [Cl:1][C:2]1[CH:3]=[N:4][CH:5]=[C:6]([Cl:20])[C:7]=1[S:8][C:9]1[S:13][C:12]([C:14]([NH:28][CH2:27][C:26]2[CH:29]=[CH:30][CH:31]=[C:24]([O:23][CH:22]([F:21])[F:32])[CH:25]=2)=[O:15])=[CH:11][C:10]=1[N+:17]([O-:19])=[O:18]. (2) The product is: [F:14][C:15]1[CH:16]=[C:17]([C:37]#[C:36][CH:35]=[C:32]2[CH2:33][CH2:34][N:29]([C:27]3[N:28]=[C:23]([CH3:22])[CH:24]=[CH:25][C:26]=3[C:8]#[N:9])[CH2:30][CH2:31]2)[CH:18]=[CH:19][CH:20]=1. Given the reactants C[Si](C)(C)C#CC=C1CC[NH:9][CH2:8]C1.[F:14][C:15]1[CH:20]=[CH:19][CH:18]=[C:17](I)[CH:16]=1.[CH3:22][C:23]1[N:28]=[C:27]([N:29]2[CH2:34][CH2:33][C:32](=[CH:35][C:36]#[CH:37])[CH2:31][CH2:30]2)[C:26]([N+]([O-])=O)=[CH:25][CH:24]=1, predict the reaction product. (3) Given the reactants C(OC([N:8]1[CH2:45][CH2:44][N:11]2[C:12]3[CH:13]=[CH:14][C:15]([C:19]4[N:20](CC5C=CC(OC)=CC=5OC)[C:21](=[O:32])[C:22]([C:28]([O:30]C)=[O:29])=[C:23]([OH:27])[C:24]=4[CH2:25][CH3:26])=[CH:16][C:17]=3[CH:18]=[C:10]2[CH2:9]1)=O)(C)(C)C.[I-].[Li+], predict the reaction product. The product is: [CH2:25]([C:24]1[C:23]([OH:27])=[C:22]([C:28]([OH:30])=[O:29])[C:21](=[O:32])[NH:20][C:19]=1[C:15]1[CH:14]=[CH:13][C:12]2[N:11]3[CH2:44][CH2:45][NH:8][CH2:9][C:10]3=[CH:18][C:17]=2[CH:16]=1)[CH3:26]. (4) Given the reactants [OH:1][CH2:2][C:3]1[C:8]([OH:9])=[CH:7][CH:6]=[C:5]([CH3:10])[N:4]=1, predict the reaction product. The product is: [OH:9][C:8]1[C:3]([CH:2]=[O:1])=[N:4][C:5]([CH3:10])=[CH:6][CH:7]=1. (5) Given the reactants [CH3:1][N:2]1[CH2:7][CH2:6][N:5]([C:8]2[CH:9]=[CH:10][C:11]3[N:15]=[C:14]([C:16]4[C:24]5[C:19](=[C:20]([NH2:25])[CH:21]=[CH:22][CH:23]=5)[NH:18][N:17]=4)[NH:13][C:12]=3[CH:26]=2)[CH2:4][CH2:3]1.[C:27](Cl)(=[O:34])[C:28]1[CH:33]=[CH:32][CH:31]=[CH:30][CH:29]=1.C(N(C(C)C)CC)(C)C, predict the reaction product. The product is: [CH3:1][N:2]1[CH2:7][CH2:6][N:5]([C:8]2[CH:9]=[CH:10][C:11]3[N:15]=[C:14]([C:16]4[C:24]5[C:19](=[C:20]([NH:25][C:27](=[O:34])[C:28]6[CH:33]=[CH:32][CH:31]=[CH:30][CH:29]=6)[CH:21]=[CH:22][CH:23]=5)[NH:18][N:17]=4)[NH:13][C:12]=3[CH:26]=2)[CH2:4][CH2:3]1. (6) Given the reactants Cl[C:2]1[C:11]([C:12]([F:15])([F:14])[F:13])=[N:10][C:9]2[C:4](=[CH:5][CH:6]=[C:7]([O:16]C)[CH:8]=2)[N:3]=1.B([C:21]1[CH:29]=[CH:28][C:24]([C:25]([OH:27])=[O:26])=[CH:23][CH:22]=1)(O)O, predict the reaction product. The product is: [OH:16][C:7]1[CH:8]=[C:9]2[C:4](=[CH:5][CH:6]=1)[N:3]=[C:2]([C:21]1[CH:29]=[CH:28][C:24]([C:25]([OH:27])=[O:26])=[CH:23][CH:22]=1)[C:11]([C:12]([F:13])([F:14])[F:15])=[N:10]2. (7) The product is: [N:29]([CH2:2][C:3]1[C:12]([C:13]2[CH:18]=[CH:17][CH:16]=[CH:15][C:14]=2[C:19]([F:22])([F:21])[F:20])=[N:11][C:10]2[C:5](=[CH:6][CH:7]=[CH:8][C:9]=2[Cl:23])[N:4]=1)=[N+:30]=[N-:31]. Given the reactants Br[CH2:2][C:3]1[C:12]([C:13]2[CH:18]=[CH:17][CH:16]=[CH:15][C:14]=2[C:19]([F:22])([F:21])[F:20])=[N:11][C:10]2[C:5](=[CH:6][CH:7]=[CH:8][C:9]=2[Cl:23])[N:4]=1.CN(C=O)C.[N-:29]=[N+:30]=[N-:31].[Na+], predict the reaction product.